The task is: Regression. Given two drug SMILES strings and cell line genomic features, predict the synergy score measuring deviation from expected non-interaction effect.. This data is from NCI-60 drug combinations with 297,098 pairs across 59 cell lines. (1) Drug 1: CC1C(C(CC(O1)OC2CC(OC(C2O)C)OC3=CC4=CC5=C(C(=O)C(C(C5)C(C(=O)C(C(C)O)O)OC)OC6CC(C(C(O6)C)O)OC7CC(C(C(O7)C)O)OC8CC(C(C(O8)C)O)(C)O)C(=C4C(=C3C)O)O)O)O. Drug 2: CC(C)NC(=O)C1=CC=C(C=C1)CNNC.Cl. Cell line: T-47D. Synergy scores: CSS=8.93, Synergy_ZIP=1.46, Synergy_Bliss=1.19, Synergy_Loewe=-36.4, Synergy_HSA=-1.83. (2) Drug 1: CC1=C(C=C(C=C1)NC2=NC=CC(=N2)N(C)C3=CC4=NN(C(=C4C=C3)C)C)S(=O)(=O)N.Cl. Drug 2: CCC1=C2CN3C(=CC4=C(C3=O)COC(=O)C4(CC)O)C2=NC5=C1C=C(C=C5)O. Cell line: HS 578T. Synergy scores: CSS=28.6, Synergy_ZIP=9.31, Synergy_Bliss=13.4, Synergy_Loewe=2.36, Synergy_HSA=11.0. (3) Drug 1: CCC(=C(C1=CC=CC=C1)C2=CC=C(C=C2)OCCN(C)C)C3=CC=CC=C3.C(C(=O)O)C(CC(=O)O)(C(=O)O)O. Drug 2: C1C(C(OC1N2C=NC3=C2NC=NCC3O)CO)O. Cell line: RPMI-8226. Synergy scores: CSS=1.03, Synergy_ZIP=-1.36, Synergy_Bliss=-2.74, Synergy_Loewe=0.00179, Synergy_HSA=-2.88. (4) Drug 1: CN(C)C1=NC(=NC(=N1)N(C)C)N(C)C. Drug 2: CC1=C(N=C(N=C1N)C(CC(=O)N)NCC(C(=O)N)N)C(=O)NC(C(C2=CN=CN2)OC3C(C(C(C(O3)CO)O)O)OC4C(C(C(C(O4)CO)O)OC(=O)N)O)C(=O)NC(C)C(C(C)C(=O)NC(C(C)O)C(=O)NCCC5=NC(=CS5)C6=NC(=CS6)C(=O)NCCC[S+](C)C)O. Cell line: MALME-3M. Synergy scores: CSS=-0.483, Synergy_ZIP=7.81, Synergy_Bliss=2.43, Synergy_Loewe=-11.0, Synergy_HSA=-5.29. (5) Drug 1: C1=C(C(=O)NC(=O)N1)N(CCCl)CCCl. Drug 2: C1=C(C(=O)NC(=O)N1)F. Cell line: 786-0. Synergy scores: CSS=51.8, Synergy_ZIP=2.17, Synergy_Bliss=4.20, Synergy_Loewe=5.77, Synergy_HSA=8.01. (6) Drug 1: C1=CC(=CC=C1CC(C(=O)O)N)N(CCCl)CCCl.Cl. Drug 2: B(C(CC(C)C)NC(=O)C(CC1=CC=CC=C1)NC(=O)C2=NC=CN=C2)(O)O. Cell line: KM12. Synergy scores: CSS=11.3, Synergy_ZIP=4.08, Synergy_Bliss=2.73, Synergy_Loewe=5.87, Synergy_HSA=5.86.